This data is from NCI-60 drug combinations with 297,098 pairs across 59 cell lines. The task is: Regression. Given two drug SMILES strings and cell line genomic features, predict the synergy score measuring deviation from expected non-interaction effect. (1) Drug 1: C1=CN(C(=O)N=C1N)C2C(C(C(O2)CO)O)O.Cl. Drug 2: C1=CC=C(C(=C1)C(C2=CC=C(C=C2)Cl)C(Cl)Cl)Cl. Cell line: RPMI-8226. Synergy scores: CSS=15.6, Synergy_ZIP=-1.29, Synergy_Bliss=0.802, Synergy_Loewe=-2.86, Synergy_HSA=0.415. (2) Drug 1: COC1=C(C=C2C(=C1)N=CN=C2NC3=CC(=C(C=C3)F)Cl)OCCCN4CCOCC4. Drug 2: CC(CN1CC(=O)NC(=O)C1)N2CC(=O)NC(=O)C2. Cell line: OVCAR-5. Synergy scores: CSS=58.1, Synergy_ZIP=-1.38, Synergy_Bliss=-0.834, Synergy_Loewe=-4.86, Synergy_HSA=2.02. (3) Drug 1: CC1C(C(CC(O1)OC2CC(CC3=C2C(=C4C(=C3O)C(=O)C5=C(C4=O)C(=CC=C5)OC)O)(C(=O)CO)O)N)O.Cl. Drug 2: CC1OCC2C(O1)C(C(C(O2)OC3C4COC(=O)C4C(C5=CC6=C(C=C35)OCO6)C7=CC(=C(C(=C7)OC)O)OC)O)O. Cell line: SF-295. Synergy scores: CSS=57.6, Synergy_ZIP=9.85, Synergy_Bliss=10.5, Synergy_Loewe=7.90, Synergy_HSA=12.1.